Task: Predict the product of the given reaction.. Dataset: Forward reaction prediction with 1.9M reactions from USPTO patents (1976-2016) (1) Given the reactants [Cl:1][C:2]1[CH:3]=[CH:4][C:5]([N:15]2[CH:19]=[C:18]([Cl:20])[N:17]=[N:16]2)=[C:6]([C:8]2[N:13]=[CH:12][N:11]=[C:10]([OH:14])[CH:9]=2)[CH:7]=1.CN(C(ON1N=NC2C=CC=NC1=2)=[N+](C)C)C.F[P-](F)(F)(F)(F)F.C1CCN2C(=NCCC2)CC1.N[C@@H:57]1[C:73]2[CH:74]=[C:69]([CH:70]=[N:71][CH:72]=2)[C:68]2[N:67]([CH3:75])[N:66]=[CH:65][C:64]=2[NH:63][C:62](=[O:76])[C@H:61]([CH3:77])[CH2:60][CH2:59][CH2:58]1, predict the reaction product. The product is: [Cl:1][C:2]1[CH:3]=[CH:4][C:5]([N:15]2[CH:19]=[C:18]([Cl:20])[N:17]=[N:16]2)=[C:6]([C:8]2[N:13]=[CH:12][N:11]([C@@H:57]3[C:73]4[CH:74]=[C:69]([CH:70]=[N:71][CH:72]=4)[C:68]4[N:67]([CH3:75])[N:66]=[CH:65][C:64]=4[NH:63][C:62](=[O:76])[C@H:61]([CH3:77])[CH2:60][CH2:59][CH2:58]3)[C:10](=[O:14])[CH:9]=2)[CH:7]=1. (2) Given the reactants [C:1]([CH2:3][CH2:4][C@H:5]1[CH2:9][C@H:8]([C:10]([NH:12][NH:13][C:14]2[N:15]=[C:16]3[CH:22]=[CH:21][N:20]([S:23]([C:26]4[CH:32]=[CH:31][C:29]([CH3:30])=[CH:28][CH:27]=4)(=[O:25])=[O:24])[C:17]3=[N:18][CH:19]=2)=O)[C@H:7]([CH3:33])[CH2:6]1)#[N:2].S(Cl)(Cl)=O, predict the reaction product. The product is: [CH3:33][C@H:7]1[C@@H:8]([C:10]2[N:15]3[C:16]4[CH:22]=[CH:21][N:20]([S:23]([C:26]5[CH:32]=[CH:31][C:29]([CH3:30])=[CH:28][CH:27]=5)(=[O:25])=[O:24])[C:17]=4[N:18]=[CH:19][C:14]3=[N:13][N:12]=2)[CH2:9][C@H:5]([CH2:4][CH2:3][C:1]#[N:2])[CH2:6]1. (3) Given the reactants [Cl:1][C:2]1[C:10]([CH3:11])=[CH:9][CH:8]=[C:7]2[C:3]=1[CH:4]=[CH:5][NH:6]2.[C:12](O[C:12]([O:14][C:15]([CH3:18])([CH3:17])[CH3:16])=[O:13])([O:14][C:15]([CH3:18])([CH3:17])[CH3:16])=[O:13], predict the reaction product. The product is: [C:15]([O:14][C:12]([N:6]1[C:7]2[C:3](=[C:2]([Cl:1])[C:10]([CH3:11])=[CH:9][CH:8]=2)[CH:4]=[CH:5]1)=[O:13])([CH3:18])([CH3:17])[CH3:16]. (4) Given the reactants [C:1]([C:4]1[N:9]=[C:8]([C:10]2[CH:15]=[CH:14][C:13](B(O)O)=[C:12](Cl)[CH:11]=2)[C:7]([CH3:20])=[N:6][C:5]=1[CH3:21])(=[O:3])[NH2:2].P([O-])([O-])([O-])=O.[K+].[K+].[K+].Br[C:31]1[CH:43]=[CH:42][C:34]([CH2:35][C:36]2[NH:40][C:39](=[O:41])[O:38][N:37]=2)=[CH:33][C:32]=1[Cl:44], predict the reaction product. The product is: [Cl:44][C:32]1[CH:33]=[C:34]([CH2:35][C:36]2[NH:40][C:39](=[O:41])[O:38][N:37]=2)[CH:42]=[CH:43][C:31]=1[C:13]1[CH:14]=[CH:15][C:10]([C:8]2[N:9]=[C:4]([C:1]([NH2:2])=[O:3])[C:5]([CH3:21])=[N:6][C:7]=2[CH3:20])=[CH:11][CH:12]=1. (5) Given the reactants [NH2:14][C:13]1[CH:15]=[CH:16][C:17]([O:19][CH3:20])=[CH:18][C:12]=1[S:11][S:11][C:12]1[CH:18]=[C:17]([O:19][CH3:20])[CH:16]=[CH:15][C:13]=1[NH2:14].[S:21]1[CH2:26][C:25](=O)[CH2:24][C:23](=[O:28])[CH2:22]1, predict the reaction product. The product is: [CH3:20][O:19][C:17]1[CH:16]=[CH:15][C:13]2[NH:14][C:25]3[CH2:26][S:21][CH2:22][C:23](=[O:28])[C:24]=3[S:11][C:12]=2[CH:18]=1. (6) Given the reactants [CH2:1]([N:3]([CH2:11][CH3:12])[C:4]1[CH:5]=[C:6]([OH:10])[CH:7]=[CH:8][CH:9]=1)[CH3:2].[OH:13][C:14]1[CH:15]=[C:16]([CH:21]=[CH:22][CH:23]=1)[C:17](OC)=O.[NH3:24], predict the reaction product. The product is: [CH2:11]([N:3]([CH2:1][CH3:2])[C:4]1[CH:5]=[C:6]([CH:7]=[CH:8][CH:9]=1)[O:10][CH2:8][CH2:9][CH2:4][CH:5]([CH3:6])[O:13][C:14]1[CH:23]=[CH:22][CH:21]=[C:16]2[C:15]=1[N:24]=[C:1]([NH2:3])[CH:2]=[CH:17]2)[CH3:12]. (7) Given the reactants [NH2:1][C:2]1[CH:10]=[C:9]([F:11])[C:8]([F:12])=[CH:7][C:3]=1[C:4](O)=[O:5].[NH:13]1CCCC[CH2:14]1.N1C=NC=NC=1, predict the reaction product. The product is: [F:12][C:8]1[CH:7]=[C:3]2[C:2](=[CH:10][C:9]=1[F:11])[N:1]=[CH:14][NH:13][C:4]2=[O:5].